From a dataset of Catalyst prediction with 721,799 reactions and 888 catalyst types from USPTO. Predict which catalyst facilitates the given reaction. (1) Reactant: [F:1][C:2]([F:21])([F:20])[C:3]1[CH:8]=[CH:7][C:6]([C:9]2[CH:10]=[C:11]3[C:16](=[CH:17][CH:18]=2)[NH:15][C:14](=[O:19])[CH2:13][CH2:12]3)=[CH:5][CH:4]=1.[OH-].[Na+].[C:24]([O:28][CH2:29][CH3:30])(=[O:27])[CH:25]=[CH2:26]. Product: [O:19]=[C:14]1[CH2:13][CH2:12][C:11]2[C:16](=[CH:17][CH:18]=[C:9]([C:6]3[CH:5]=[CH:4][C:3]([C:2]([F:1])([F:20])[F:21])=[CH:8][CH:7]=3)[CH:10]=2)[N:15]1[CH2:26][CH2:25][C:24]([O:28][CH2:29][CH3:30])=[O:27]. The catalyst class is: 213. (2) Reactant: [Br:1][C:2]1[CH:21]=[CH:20][C:5]([O:6][C:7]2[C:8]3[CH:17]=[CH:16][C:15]([O:18][CH3:19])=[CH:14][C:9]=3[S:10](=O)(=O)[CH:11]=2)=[CH:4][CH:3]=1.CC(C[AlH]CC(C)C)C.O.C(C(C(C([O-])=O)O)O)([O-])=O.[Na+].[K+]. Product: [Br:1][C:2]1[CH:21]=[CH:20][C:5]([O:6][C:7]2[C:8]3[CH:17]=[CH:16][C:15]([O:18][CH3:19])=[CH:14][C:9]=3[S:10][CH:11]=2)=[CH:4][CH:3]=1. The catalyst class is: 49. (3) Reactant: [Br:1][C:2]1[CH:3]=[CH:4][C:5]2[O:14][C:13]3[C:12](=[O:15])[NH:11][C:10]([CH2:16][CH:17]4[CH2:22][CH2:21][NH:20][CH2:19][CH2:18]4)=[N:9][C:8]=3[C:6]=2[CH:7]=1.O=[CH:24][CH2:25][NH:26]C(=O)OC(C)(C)C.[BH-](OC(C)=O)(OC(C)=O)OC(C)=O.[Na+].C(O)(=O)C. Product: [NH2:26][CH2:25][CH2:24][N:20]1[CH2:21][CH2:22][CH:17]([CH2:16][C:10]2[NH:11][C:12](=[O:15])[C:13]3[O:14][C:5]4[CH:4]=[CH:3][C:2]([Br:1])=[CH:7][C:6]=4[C:8]=3[N:9]=2)[CH2:18][CH2:19]1. The catalyst class is: 68. (4) Reactant: [Br:1][C:2]1[CH:3]=[C:4]([OH:13])[CH:5]=[C:6]([CH:8]2[O:12][CH2:11][CH2:10][O:9]2)[CH:7]=1.C([O-])([O-])=O.[K+].[K+].[CH2:20](I)[CH3:21]. Product: [Br:1][C:2]1[CH:7]=[C:6]([CH:8]2[O:9][CH2:10][CH2:11][O:12]2)[CH:5]=[C:4]([O:13][CH2:20][CH3:21])[CH:3]=1. The catalyst class is: 3.